This data is from Full USPTO retrosynthesis dataset with 1.9M reactions from patents (1976-2016). The task is: Predict the reactants needed to synthesize the given product. Given the product [C:24]([NH:11][NH:10][C:8](=[O:9])[C:7]1[CH:12]=[C:3]([CH2:2][OH:1])[CH:4]=[C:5]([C:13]([NH:15][NH:16][C:24]([C:22]2[CH:21]=[CH:23][CH:42]=[CH:37][CH:38]=2)([C:25]2[CH:30]=[CH:29][CH:28]=[CH:27][CH:26]=2)[C:31]2[CH:36]=[CH:35][CH:34]=[CH:33][CH:32]=2)=[O:14])[CH:6]=1)([C:37]1[CH:42]=[CH:41][CH:40]=[CH:39][CH:38]=1)([C:31]1[CH:36]=[CH:35][CH:34]=[CH:33][CH:32]=1)[C:25]1[CH:30]=[CH:29][CH:28]=[CH:27][CH:26]=1, predict the reactants needed to synthesize it. The reactants are: [OH:1][CH2:2][C:3]1[CH:4]=[C:5]([C:13]([NH:15][NH2:16])=[O:14])[CH:6]=[C:7]([CH:12]=1)[C:8]([NH:10][NH2:11])=[O:9].C(N[CH:21]([CH3:23])[CH3:22])(C)C.[C:24](Cl)([C:37]1[CH:42]=[CH:41][CH:40]=[CH:39][CH:38]=1)([C:31]1[CH:36]=[CH:35][CH:34]=[CH:33][CH:32]=1)[C:25]1[CH:30]=[CH:29][CH:28]=[CH:27][CH:26]=1.